Dataset: Full USPTO retrosynthesis dataset with 1.9M reactions from patents (1976-2016). Task: Predict the reactants needed to synthesize the given product. (1) Given the product [CH3:6][O:5][C:3](=[O:4])[CH2:2][N:35]1[CH:36]([CH3:38])[CH2:37][C:29]2[C:28]([O:27][C:23]3[CH:22]=[C:21]4[C:26](=[CH:25][CH:24]=3)[N:18]([C:16](=[O:17])[NH:15][C:11]3[CH:12]=[CH:13][CH:14]=[C:9]([C:8]([F:7])([F:39])[F:40])[CH:10]=3)[CH:19]=[CH:20]4)=[N:33][CH:32]=[N:31][C:30]=2[CH2:34]1, predict the reactants needed to synthesize it. The reactants are: Br[CH2:2][C:3]([O:5][CH3:6])=[O:4].[F:7][C:8]([F:40])([F:39])[C:9]1[CH:10]=[C:11]([NH:15][C:16]([N:18]2[C:26]3[C:21](=[CH:22][C:23]([O:27][C:28]4[C:29]5[CH2:37][CH:36]([CH3:38])[NH:35][CH2:34][C:30]=5[N:31]=[CH:32][N:33]=4)=[CH:24][CH:25]=3)[CH:20]=[CH:19]2)=[O:17])[CH:12]=[CH:13][CH:14]=1. (2) The reactants are: [NH:1]([C:10]([O:12][CH2:13][C:14]1[CH:19]=[CH:18][C:17]([CH2:20][CH2:21][C:22]2[N:23]=[C:24]([NH:27][C:28](=[O:30])[CH3:29])[S:25][CH:26]=2)=[CH:16][C:15]=1[F:31])=[O:11])[NH:2]C(OC(C)(C)C)=O.O1CCOCC1.[ClH:38]. Given the product [ClH:38].[NH:1]([C:10]([O:12][CH2:13][C:14]1[CH:19]=[CH:18][C:17]([CH2:20][CH2:21][C:22]2[N:23]=[C:24]([NH:27][C:28](=[O:30])[CH3:29])[S:25][CH:26]=2)=[CH:16][C:15]=1[F:31])=[O:11])[NH2:2], predict the reactants needed to synthesize it. (3) Given the product [NH2:28][C:9]1[C:10]2[C:2]([Br:1])=[CH:3][N:4]([CH2:12][CH2:13][CH:14]3[CH2:19][CH2:18][N:17]([C:20]([O:22][C:23]([CH3:26])([CH3:25])[CH3:24])=[O:21])[CH2:16][CH2:15]3)[C:5]=2[N:6]=[CH:7][N:8]=1, predict the reactants needed to synthesize it. The reactants are: [Br:1][C:2]1[C:10]2[C:9](Cl)=[N:8][CH:7]=[N:6][C:5]=2[N:4]([CH2:12][CH2:13][CH:14]2[CH2:19][CH2:18][N:17]([C:20]([O:22][C:23]([CH3:26])([CH3:25])[CH3:24])=[O:21])[CH2:16][CH2:15]2)[CH:3]=1.[OH-].[NH4+:28]. (4) Given the product [Cl:24][C:20]1[CH:19]=[C:18]([CH:23]=[CH:22][CH:21]=1)[O:17][C:15]1[CH2:16][N:12]([C@@H:4]([CH2:5][CH:6]2[CH2:11][CH2:10][CH2:9][CH2:8][CH2:7]2)[C:3]([OH:26])=[O:2])[C:13](=[O:25])[CH:14]=1, predict the reactants needed to synthesize it. The reactants are: C[O:2][C:3](=[O:26])[C@@H:4]([N:12]1[CH2:16][C:15]([O:17][C:18]2[CH:23]=[CH:22][CH:21]=[C:20]([Cl:24])[CH:19]=2)=[CH:14][C:13]1=[O:25])[CH2:5][CH:6]1[CH2:11][CH2:10][CH2:9][CH2:8][CH2:7]1.[OH-].[Li+].